This data is from NCI-60 drug combinations with 297,098 pairs across 59 cell lines. The task is: Regression. Given two drug SMILES strings and cell line genomic features, predict the synergy score measuring deviation from expected non-interaction effect. (1) Drug 1: CC1=C(C=C(C=C1)NC2=NC=CC(=N2)N(C)C3=CC4=NN(C(=C4C=C3)C)C)S(=O)(=O)N.Cl. Drug 2: COCCOC1=C(C=C2C(=C1)C(=NC=N2)NC3=CC=CC(=C3)C#C)OCCOC.Cl. Cell line: SN12C. Synergy scores: CSS=7.75, Synergy_ZIP=-3.41, Synergy_Bliss=2.60, Synergy_Loewe=2.68, Synergy_HSA=2.78. (2) Drug 1: COC1=C(C=C2C(=C1)N=CN=C2NC3=CC(=C(C=C3)F)Cl)OCCCN4CCOCC4. Drug 2: C1CC(C1)(C(=O)O)C(=O)O.[NH2-].[NH2-].[Pt+2]. Cell line: SK-MEL-28. Synergy scores: CSS=25.8, Synergy_ZIP=-7.68, Synergy_Bliss=-3.54, Synergy_Loewe=-0.653, Synergy_HSA=-0.464. (3) Drug 1: C1CCN(CC1)CCOC2=CC=C(C=C2)C(=O)C3=C(SC4=C3C=CC(=C4)O)C5=CC=C(C=C5)O. Drug 2: CC1=C(C(=O)C2=C(C1=O)N3CC4C(C3(C2COC(=O)N)OC)N4)N. Cell line: OVCAR3. Synergy scores: CSS=23.6, Synergy_ZIP=-2.76, Synergy_Bliss=1.87, Synergy_Loewe=-10.8, Synergy_HSA=-1.22. (4) Drug 1: C1=CN(C(=O)N=C1N)C2C(C(C(O2)CO)O)O.Cl. Drug 2: CCC1=C2CN3C(=CC4=C(C3=O)COC(=O)C4(CC)O)C2=NC5=C1C=C(C=C5)O. Cell line: UACC62. Synergy scores: CSS=31.0, Synergy_ZIP=-4.91, Synergy_Bliss=-1.63, Synergy_Loewe=-8.55, Synergy_HSA=0.127. (5) Drug 1: CC1=C2C(C(=O)C3(C(CC4C(C3C(C(C2(C)C)(CC1OC(=O)C(C(C5=CC=CC=C5)NC(=O)OC(C)(C)C)O)O)OC(=O)C6=CC=CC=C6)(CO4)OC(=O)C)O)C)O. Drug 2: CC1C(C(CC(O1)OC2CC(OC(C2O)C)OC3=CC4=CC5=C(C(=O)C(C(C5)C(C(=O)C(C(C)O)O)OC)OC6CC(C(C(O6)C)O)OC7CC(C(C(O7)C)O)OC8CC(C(C(O8)C)O)(C)O)C(=C4C(=C3C)O)O)O)O. Cell line: EKVX. Synergy scores: CSS=17.5, Synergy_ZIP=2.98, Synergy_Bliss=4.61, Synergy_Loewe=3.03, Synergy_HSA=2.33. (6) Drug 1: C1=C(C(=O)NC(=O)N1)N(CCCl)CCCl. Drug 2: CCC1(CC2CC(C3=C(CCN(C2)C1)C4=CC=CC=C4N3)(C5=C(C=C6C(=C5)C78CCN9C7C(C=CC9)(C(C(C8N6C=O)(C(=O)OC)O)OC(=O)C)CC)OC)C(=O)OC)O.OS(=O)(=O)O. Cell line: HT29. Synergy scores: CSS=53.9, Synergy_ZIP=-3.40, Synergy_Bliss=4.30, Synergy_Loewe=-21.9, Synergy_HSA=4.18. (7) Drug 1: CCCCCOC(=O)NC1=NC(=O)N(C=C1F)C2C(C(C(O2)C)O)O. Drug 2: CC1CCC2CC(C(=CC=CC=CC(CC(C(=O)C(C(C(=CC(C(=O)CC(OC(=O)C3CCCCN3C(=O)C(=O)C1(O2)O)C(C)CC4CCC(C(C4)OC)OCCO)C)C)O)OC)C)C)C)OC. Cell line: CCRF-CEM. Synergy scores: CSS=-11.1, Synergy_ZIP=-1.38, Synergy_Bliss=-8.21, Synergy_Loewe=-11.8, Synergy_HSA=-11.8.